This data is from Full USPTO retrosynthesis dataset with 1.9M reactions from patents (1976-2016). The task is: Predict the reactants needed to synthesize the given product. (1) The reactants are: [F:1][C:2]1[CH:7]=[CH:6][C:5]([CH:8](C(OC)=O)[C:9]([O:11]C)=[O:10])=[C:4]([N+:17]([O-:19])=[O:18])[CH:3]=1.Cl. Given the product [F:1][C:2]1[CH:7]=[CH:6][C:5]([CH2:8][C:9]([OH:11])=[O:10])=[C:4]([N+:17]([O-:19])=[O:18])[CH:3]=1, predict the reactants needed to synthesize it. (2) Given the product [Cl:30][C:18]1[CH:17]=[C:16]([NH:15][C:13]2[N:12]=[CH:11][N:10]=[C:9]3[NH:8][N:7]=[C:6]([O:5][CH2:4][CH2:3][CH2:2][N:31]4[CH2:35][CH2:34][CH2:33][CH2:32]4)[C:14]=23)[CH:21]=[CH:20][C:19]=1[O:22][CH2:23][C:24]1[CH:29]=[CH:28][CH:27]=[CH:26][N:25]=1, predict the reactants needed to synthesize it. The reactants are: Cl[CH2:2][CH2:3][CH2:4][O:5][C:6]1[C:14]2[C:9](=[N:10][CH:11]=[N:12][C:13]=2[NH:15][C:16]2[CH:21]=[CH:20][C:19]([O:22][CH2:23][C:24]3[CH:29]=[CH:28][CH:27]=[CH:26][N:25]=3)=[C:18]([Cl:30])[CH:17]=2)[NH:8][N:7]=1.[NH:31]1[CH2:35][CH2:34][CH2:33][CH2:32]1. (3) Given the product [CH3:11][C:9]1[S:10][C:6]([C:4]([OH:5])=[O:3])=[C:7]([C:12]2[CH:17]=[CH:16][CH:15]=[C:14]([C:18]([F:19])([F:20])[F:21])[CH:13]=2)[N:8]=1, predict the reactants needed to synthesize it. The reactants are: C([O:3][C:4]([C:6]1[S:10][C:9]([CH3:11])=[N:8][C:7]=1[C:12]1[CH:17]=[CH:16][CH:15]=[C:14]([C:18]([F:21])([F:20])[F:19])[CH:13]=1)=[O:5])C.COC(C1N=C(N(C)C)SC=1C1C=CC=C(OC)C=1)=O. (4) Given the product [Br:1][C:2]1[CH:7]=[CH:6][CH:5]=[CH:4][C:3]=1[NH:8][C:9](=[S:28])[C:10]1[CH:15]=[CH:14][C:13]([O:16][CH3:17])=[CH:12][CH:11]=1, predict the reactants needed to synthesize it. The reactants are: [Br:1][C:2]1[CH:7]=[CH:6][CH:5]=[CH:4][C:3]=1[NH:8][C:9](=O)[C:10]1[CH:15]=[CH:14][C:13]([O:16][CH3:17])=[CH:12][CH:11]=1.COC1C=CC(P2(SP(C3C=CC(OC)=CC=3)(=S)S2)=[S:28])=CC=1. (5) Given the product [CH:1]1([NH:5][C:6]2[CH:14]=[CH:13][C:12]([F:15])=[CH:11][C:7]=2[C:8]([NH:21][C:17]([CH3:18])([C:19]#[CH:20])[CH3:16])=[O:10])[CH2:2][CH2:3][CH2:4]1, predict the reactants needed to synthesize it. The reactants are: [CH:1]1([NH:5][C:6]2[CH:14]=[CH:13][C:12]([F:15])=[CH:11][C:7]=2[C:8]([OH:10])=O)[CH2:4][CH2:3][CH2:2]1.[CH3:16][C:17]([NH2:21])([C:19]#[CH:20])[CH3:18].CCN=C=NCCCN(C)C.CCN(C(C)C)C(C)C.C1C=CC2N(O)N=NC=2C=1. (6) Given the product [CH3:20][O:21][C:22]1[CH:23]=[C:24]([CH:36]=[CH:37][C:38]=1[O:39][CH3:40])[C:25]([C:27]1[CH:28]=[CH:29][C:30]([NH2:33])=[CH:31][CH:32]=1)=[O:26], predict the reactants needed to synthesize it. The reactants are: COC1C=C(C=CC=1OC)C(C1C=CC=C(N)C=1)=O.[CH3:20][O:21][C:22]1[CH:23]=[C:24]([CH:36]=[CH:37][C:38]=1[O:39][CH3:40])[C:25]([C:27]1[CH:32]=[CH:31][C:30]([N+:33]([O-])=O)=[CH:29][CH:28]=1)=[O:26]. (7) Given the product [CH3:1][O:2][C:3]1[CH:36]=[C:35]([O:37][CH3:38])[CH:34]=[CH:33][C:4]=1[CH2:5][N:6]1[C:26]2[C:15]3=[CH:16][C:17]4[CH:18]=[C:19]([CH2:24][OH:25])[N:20]([CH3:23])[C:21]=4[CH:22]=[C:14]3[CH2:13][CH2:12][CH2:11][C:10]=2[C:9]([OH:27])=[C:8]([C:28]([OH:30])=[O:29])[C:7]1=[O:32], predict the reactants needed to synthesize it. The reactants are: [CH3:1][O:2][C:3]1[CH:36]=[C:35]([O:37][CH3:38])[CH:34]=[CH:33][C:4]=1[CH2:5][N:6]1[C:26]2[C:15]3=[CH:16][C:17]4[CH:18]=[C:19]([CH2:24][OH:25])[N:20]([CH3:23])[C:21]=4[CH:22]=[C:14]3[CH2:13][CH2:12][CH2:11][C:10]=2[C:9]([OH:27])=[C:8]([C:28]([O:30]C)=[O:29])[C:7]1=[O:32].[Li+].[I-].Cl. (8) Given the product [F:37][C:34]([F:35])([F:36])[C:33]([F:42])([C:30]1[CH:31]=[CH:32][C:27]([C:10]2([S:13]([C:16]3[CH:17]=[C:18]([C:22]4([OH:26])[CH2:25][CH2:24][CH2:23]4)[CH:19]=[CH:20][CH:21]=3)(=[O:15])=[O:14])[CH2:11][CH2:12][NH:8][CH2:9]2)=[CH:28][CH:29]=1)[C:38]([F:41])([F:40])[F:39], predict the reactants needed to synthesize it. The reactants are: C([N:8]1[CH2:12][CH2:11][C:10]([C:27]2[CH:32]=[CH:31][C:30]([C:33]([F:42])([C:38]([F:41])([F:40])[F:39])[C:34]([F:37])([F:36])[F:35])=[CH:29][CH:28]=2)([S:13]([C:16]2[CH:17]=[C:18]([C:22]3([OH:26])[CH2:25][CH2:24][CH2:23]3)[CH:19]=[CH:20][CH:21]=2)(=[O:15])=[O:14])[CH2:9]1)C1C=CC=CC=1.Cl. (9) Given the product [CH3:28][O:15][C:14]([C@@H:10]1[N:11]([C:21]2[CH:22]=[CH:23][C:18]([Cl:17])=[CH:19][CH:20]=2)[CH2:12][CH2:13][N:8]([C:6]([O:5][C:1]([CH3:4])([CH3:2])[CH3:3])=[O:7])[CH2:9]1)=[O:16], predict the reactants needed to synthesize it. The reactants are: [C:1]([O:5][C:6]([N:8]1[CH2:13][CH2:12][NH:11][C@@H:10]([C:14]([OH:16])=[O:15])[CH2:9]1)=[O:7])([CH3:4])([CH3:3])[CH3:2].[Cl:17][C:18]1[CH:23]=[CH:22][C:21](B(O)O)=[CH:20][CH:19]=1.N1C=CC=C[CH:28]=1.